Dataset: HIV replication inhibition screening data with 41,000+ compounds from the AIDS Antiviral Screen. Task: Binary Classification. Given a drug SMILES string, predict its activity (active/inactive) in a high-throughput screening assay against a specified biological target. The molecule is CCOC(=O)CCC(=O)C1c2cccc(O)c2C(=O)c2c(O)cc(C)cc21. The result is 0 (inactive).